Dataset: Catalyst prediction with 721,799 reactions and 888 catalyst types from USPTO. Task: Predict which catalyst facilitates the given reaction. (1) Reactant: [NH2:1][C:2]1[CH:15]=[CH:14][C:5]([CH2:6][N:7]2[C:11](=[O:12])[NH:10][C:9](=[O:13])[O:8]2)=[CH:4][CH:3]=1.C([O:19][CH2:20][CH2:21][O:22][C:23]1[CH:28]=[C:27]([CH3:29])[C:26]([C:30]2[CH:35]=[CH:34][CH:33]=[C:32]([CH:36]=O)[CH:31]=2)=[C:25]([CH3:38])[CH:24]=1)(=O)C.C(O)(=O)C.C(O[BH-](OC(=O)C)OC(=O)C)(=O)C.[Na+:56]. Product: [OH:19][CH2:20][CH2:21][O:22][C:23]1[CH:28]=[C:27]([CH3:29])[C:26]([C:30]2[CH:35]=[CH:34][CH:33]=[C:32]([CH2:36][NH:1][C:2]3[CH:15]=[CH:14][C:5]([CH2:6][N:7]4[C:11](=[O:12])[N-:10][C:9](=[O:13])[O:8]4)=[CH:4][CH:3]=3)[CH:31]=2)=[C:25]([CH3:38])[CH:24]=1.[Na+:56]. The catalyst class is: 90. (2) Reactant: [C:1]1(=[O:8])[CH2:6][CH2:5][CH2:4][C:3](=[O:7])[CH2:2]1.[Br:9]Br. Product: [Br:9][CH:2]1[C:3](=[O:7])[CH2:4][CH2:5][CH2:6][C:1]1=[O:8]. The catalyst class is: 52.